Dataset: Reaction yield outcomes from USPTO patents with 853,638 reactions. Task: Predict the reaction yield, written as a fraction of the theoretical maximum amount of product (1.0 means a 100% yield; for example, 0.34 means a 34% yield). The reactants are C([Li])CCC.CCCCCC.C1C=CC(S(N(S(C2C=CC=CC=2)(=O)=O)F)(=O)=O)=CC=1.[F:32][C:33]1[CH:37]=[C:36]([CH2:38][O:39]COC)[S:35][C:34]=1[C:43]([F:46])([F:45])[F:44].COCOCC1SC(C(F)(F)F)=CC=1.Cl.C(=O)([O-])O.[Na+]. The catalyst is O1CCCC1.C(O)C.O. The product is [F:32][C:33]1[CH:37]=[C:36]([CH2:38][OH:39])[S:35][C:34]=1[C:43]([F:44])([F:45])[F:46]. The yield is 0.150.